The task is: Binary Classification. Given a miRNA mature sequence and a target amino acid sequence, predict their likelihood of interaction.. This data is from Experimentally validated miRNA-target interactions with 360,000+ pairs, plus equal number of negative samples. (1) The protein sequence of the target gene is MGVKTFTHSSSSHSQEMLGKLNMLRNDGHFCDITIRVQDKIFRAHKVVLAACSDFFRTKLVGQTEDENKNVLDLHHVTVTGFIPLLEYAYTATLSINTENIIDVLAAASYMQMFSVASTCSEFMKSSILWNTPNSQPEKSLDAGQENSSNCNFTSRDGSISPVSSECSAVERTIPVCRESRRKRKSYIVMSPESPVKCSTQTSSPQVLNSSASYAENRSQPVDSSLAFPWTFPFGIDRRIQPEKAKQAENTRTLELPGPSEAGRRVADYVTCESTKPTLPLGTEEDVRVKVERLSDEEVH.... The miRNA is mmu-miR-546 with sequence AUGGUGGCACGGAGUC. Result: 1 (interaction). (2) The miRNA is hsa-miR-6831-5p with sequence UAGGUAGAGUGUGAGGAGGAGGUC. The protein sequence of the target gene is MDYLLMIFSLLFVACQGAPETAVLGAELSAVGENGGEKPTPSPPWRLRRSKRCSCSSLMDKECVYFCHLDIIWVNTPEHVVPYGLGSPRSKRALENLLPTKATDRENRCQCASQKDKKCWNFCQAGKELRAEDIMEKDWNNHKKGKDCSKLGKKCIYQQLVRGRKIRRSSEEHLRQTRSETMRNSVKSSFHDPKLKGKPSRERYVTHNRAHW. Result: 1 (interaction). (3) The miRNA is mmu-miR-491-5p with sequence AGUGGGGAACCCUUCCAUGAGG. The protein sequence of the target gene is MSRRKQGKPQHLSKREFSPEPLEAILTDDEPDHGPLGAPEGDHDLLTCGQCQMNFPLGDILIFIEHKRKQCNGSLCLEKGVDKPPSPSPIEMKKASNPVEVGIQVTPEDDDCLSTSSRGICPKQEHIADKLLHWRGLSSPRSAHGALIPTPGMSAEYAPQGICKDEPSSYTCTTCKQPFTSAWFLLQHAQNTHGLRIYLESEHGSPLTPRVGIPSGLGAECPSQPPLHGIHIADNNPFNLLRIPGSVSREASGLAEGRFPPTPPLFSPPPRHHLDPHRIERLGAEEMALATHHPSAFDRV.... Result: 0 (no interaction). (4) The miRNA is hsa-miR-6735-3p with sequence AGGCCUGUGGCUCCUCCCUCAG. The protein sequence of the target gene is MSPARRCRGMRAAVAASVGLSEGPAGSRSGRLFRPPSPAPAAPGARLLRLPGSGAVQAASPERAGWTEALRAAVAELRAGAVVAVPTDTLYGLACAASCSAALRAVYRLKGRSEAKPLAVCLGRVADVYRYCRVRVPEGLLKDLLPGPVTLVMERSEELNKDLNPFTPLVGIRIPDHAFMQDLAQMFEGPLALTSANLSSQASSLNVEEFQDLWPQLSLVIDGGQIGDGQSPECRLGSTVVDLSVPGKFGIIRPGCALESTTAILQQKYGLLPSHASYL. Result: 1 (interaction). (5) The miRNA is hsa-let-7f-5p with sequence UGAGGUAGUAGAUUGUAUAGUU. The protein sequence of the target gene is MQDVQGPRPGSPGDAEDRRELGLHRGEVNFGGSGKKRGKFVRVPSGVAPSVLFDLLLAEWHLPAPNLVVSLVGEEQPFAMKSWLRDVLRKGLVKAAQSTGAWILTSALRVGLARHVGQAVRDHSLASTSTKVRVVAVGMASLGRVLHRRILEEAQEDFPVHYPEDDGGSQGPLCSLDSNLSHFILVEPGPPGKGDGLTELRLRLEKHISEQRAGYGGTGSIEIPVLCLLVNGDPNTLERISRAVEQAAPWLILVGSGGIADVLAALVNQPHLLVPKVAEKQFKEKFPSKHFSWEDIVRWT.... Result: 0 (no interaction). (6) The miRNA is hsa-miR-5188 with sequence AAUCGGACCCAUUUAAACCGGAG. The protein sequence of the target gene is MRERPRLGEDSSLISLFLQVVAFLAMVMGTHTYSHWPSCCPSKGQDTSEELLRWSTVPVPPLEPARPNRHPESCRASEDGPLNSRAISPWRYELDRDLNRLPQDLYHARCLCPHCVSLQTGSHMDPRGNSELLYHNQTVFYRRPCHGEKGTHKGYCLERRLYRVSLACVCVRPRVMG. Result: 0 (no interaction).